This data is from Forward reaction prediction with 1.9M reactions from USPTO patents (1976-2016). The task is: Predict the product of the given reaction. Given the reactants [CH:1]1([NH:6][C:7]2[C:12]([CH3:13])=[C:11]([CH3:14])[N:10]=[C:9]([NH:15][CH2:16][C:17]3[CH:22]=[CH:21][CH:20]=[CH:19][N:18]=3)[N:8]=2)[CH2:5][CH2:4]C[CH2:2]1.[O:23]=[S:24]1(=[O:30])CCC(N)C1, predict the reaction product. The product is: [O:23]=[S:24]1(=[O:30])[CH2:4][CH2:5][CH:1]([NH:6][C:7]2[C:12]([CH3:13])=[C:11]([CH3:14])[N:10]=[C:9]([NH:15][CH2:16][C:17]3[CH:22]=[CH:21][CH:20]=[CH:19][N:18]=3)[N:8]=2)[CH2:2]1.